This data is from Peptide-MHC class I binding affinity with 185,985 pairs from IEDB/IMGT. The task is: Regression. Given a peptide amino acid sequence and an MHC pseudo amino acid sequence, predict their binding affinity value. This is MHC class I binding data. (1) The peptide sequence is SEIYVAWVPA. The MHC is HLA-B27:05 with pseudo-sequence HLA-B27:05. The binding affinity (normalized) is 0. (2) The MHC is Mamu-B17 with pseudo-sequence Mamu-B17. The peptide sequence is LFMEMFFDYN. The binding affinity (normalized) is 0.124. (3) The peptide sequence is NPDVTLVQY. The MHC is HLA-B54:01 with pseudo-sequence HLA-B54:01. The binding affinity (normalized) is 0.620. (4) The peptide sequence is IQRRGAQFQ. The MHC is HLA-B08:01 with pseudo-sequence HLA-B08:01. The binding affinity (normalized) is 0.0847. (5) The peptide sequence is LGMLQGRGPL. The MHC is HLA-B08:01 with pseudo-sequence HLA-B08:01. The binding affinity (normalized) is 0.299. (6) The peptide sequence is YALAARGVL. The MHC is H-2-Kb with pseudo-sequence H-2-Kb. The binding affinity (normalized) is 0.279. (7) The peptide sequence is RPRIRLSAP. The MHC is HLA-A26:01 with pseudo-sequence HLA-A26:01. The binding affinity (normalized) is 0.0847.